Dataset: Reaction yield outcomes from USPTO patents with 853,638 reactions. Task: Predict the reaction yield, written as a fraction of the theoretical maximum amount of product (1.0 means a 100% yield; for example, 0.34 means a 34% yield). (1) The reactants are Br[C:2]1[C:3]([N:9]2[CH2:14][CH2:13][CH:12]([C:15]([NH2:17])=[O:16])[CH2:11][CH2:10]2)=[N:4][C:5]([Cl:8])=[N:6][CH:7]=1.[C:18]1(B(O)O)[CH:23]=[CH:22][CH:21]=[CH:20][CH:19]=1.C(=O)([O-])[O-].[Na+].[Na+]. The catalyst is COCCOC.C1C=CC([P]([Pd]([P](C2C=CC=CC=2)(C2C=CC=CC=2)C2C=CC=CC=2)([P](C2C=CC=CC=2)(C2C=CC=CC=2)C2C=CC=CC=2)[P](C2C=CC=CC=2)(C2C=CC=CC=2)C2C=CC=CC=2)(C2C=CC=CC=2)C2C=CC=CC=2)=CC=1. The product is [Cl:8][C:5]1[N:4]=[C:3]([N:9]2[CH2:14][CH2:13][CH:12]([C:15]([NH2:17])=[O:16])[CH2:11][CH2:10]2)[C:2]([C:18]2[CH:23]=[CH:22][CH:21]=[CH:20][CH:19]=2)=[CH:7][N:6]=1. The yield is 0.590. (2) The catalyst is COCCOC.C1C=CC([P]([Pd]([P](C2C=CC=CC=2)(C2C=CC=CC=2)C2C=CC=CC=2)([P](C2C=CC=CC=2)(C2C=CC=CC=2)C2C=CC=CC=2)[P](C2C=CC=CC=2)(C2C=CC=CC=2)C2C=CC=CC=2)(C2C=CC=CC=2)C2C=CC=CC=2)=CC=1. The reactants are Cl[C:2]1[N:7]=[C:6]([NH:8][C:9]([C:11]2([C:14]3[CH:24]=[CH:23][C:17]4[O:18][C:19]([F:22])([F:21])[O:20][C:16]=4[CH:15]=3)[CH2:13][CH2:12]2)=[O:10])[CH:5]=[CH:4][C:3]=1[CH3:25].[OH:26][C:27]1[CH:28]=[C:29]([CH:34]=[C:35](B2OC(C)(C)C(C)(C)O2)[CH:36]=1)[C:30]([O:32][CH3:33])=[O:31].C(=O)([O-])[O-].[Na+].[Na+]. The product is [F:21][C:19]1([F:22])[O:18][C:17]2[CH:23]=[CH:24][C:14]([C:11]3([C:9]([NH:8][C:6]4[N:7]=[C:2]([C:35]5[CH:34]=[C:29]([CH:28]=[C:27]([OH:26])[CH:36]=5)[C:30]([O:32][CH3:33])=[O:31])[C:3]([CH3:25])=[CH:4][CH:5]=4)=[O:10])[CH2:13][CH2:12]3)=[CH:15][C:16]=2[O:20]1. The yield is 0.990.